Dataset: Catalyst prediction with 721,799 reactions and 888 catalyst types from USPTO. Task: Predict which catalyst facilitates the given reaction. Reactant: [BrH:1].[F:2][C:3]1[CH:4]=[C:5]([CH:8]=[C:9]([F:11])[CH:10]=1)[CH2:6]O. Product: [F:2][C:3]1[CH:4]=[C:5]([CH:8]=[C:9]([F:11])[CH:10]=1)[CH2:6][Br:1]. The catalyst class is: 65.